Dataset: Forward reaction prediction with 1.9M reactions from USPTO patents (1976-2016). Task: Predict the product of the given reaction. (1) Given the reactants Cl[C:2]1[N:7]=[C:6]2[N:8]([CH2:12][CH2:13][CH2:14][CH2:15][CH2:16][CH2:17][C:18]([O:20][CH2:21][CH3:22])=[O:19])[CH2:9][CH2:10][CH2:11][C:5]2=[N:4][C:3]=1[C:23]1[CH:28]=[CH:27][C:26]([CH3:29])=[CH:25][CH:24]=1.[CH3:30][C:31]1[CH:36]=[CH:35][C:34](B2OC(C)(C)C(C)(C)O2)=[CH:33][N:32]=1.C(=O)([O-])[O-].[Na+].[Na+].N#N, predict the reaction product. The product is: [CH3:30][C:31]1[N:32]=[CH:33][C:34]([C:2]2[N:7]=[C:6]3[N:8]([CH2:12][CH2:13][CH2:14][CH2:15][CH2:16][CH2:17][C:18]([O:20][CH2:21][CH3:22])=[O:19])[CH2:9][CH2:10][CH2:11][C:5]3=[N:4][C:3]=2[C:23]2[CH:28]=[CH:27][C:26]([CH3:29])=[CH:25][CH:24]=2)=[CH:35][CH:36]=1. (2) Given the reactants C1(OC(=O)[N:9]([C:19]2[CH:24]=[C:23]([O:25][C:26]3[CH:31]=[CH:30][C:29]([NH:32][C:33]([C:35]4([C:38](=[O:46])[NH:39][C:40]5[CH:45]=[CH:44][CH:43]=[CH:42][CH:41]=5)[CH2:37][CH2:36]4)=[O:34])=[C:28]([F:47])[CH:27]=3)[CH:22]=[CH:21][N:20]=2)[C:10](OC2C=CC=CC=2)=[O:11])C=CC=CC=1.Cl.Cl.Cl.[CH3:52][N:53]([CH3:64])[CH:54]1[CH2:57][N:56]([CH:58]2[CH2:63][CH2:62][NH:61][CH2:60][CH2:59]2)[CH2:55]1.C(N(CC)CC)C, predict the reaction product. The product is: [CH3:52][N:53]([CH3:64])[CH:54]1[CH2:55][N:56]([CH:58]2[CH2:63][CH2:62][N:61]([C:10]([NH:9][C:19]3[CH:24]=[C:23]([O:25][C:26]4[CH:31]=[CH:30][C:29]([NH:32][C:33]([C:35]5([C:38]([NH:39][C:40]6[CH:41]=[CH:42][CH:43]=[CH:44][CH:45]=6)=[O:46])[CH2:36][CH2:37]5)=[O:34])=[C:28]([F:47])[CH:27]=4)[CH:22]=[CH:21][N:20]=3)=[O:11])[CH2:60][CH2:59]2)[CH2:57]1. (3) Given the reactants Cl.Cl.[C:3]12([CH2:9][O:10][C:11]3[C:12]([C:17]([O:19][CH2:20][CH3:21])=[O:18])=[N:13][CH:14]=[CH:15][CH:16]=3)[CH2:8][CH:7]1[CH2:6][NH:5][CH2:4]2.[F:22][C:23]([F:34])([F:33])[C@H:24]1[CH2:29][CH2:28][C@H:27]([C:30](O)=[O:31])[CH2:26][CH2:25]1.N1C2C(=CC=CC=2)C=C1C(O)=O, predict the reaction product. The product is: [F:22][C:23]([F:33])([F:34])[C@H:24]1[CH2:25][CH2:26][C@H:27]([C:30]([N:5]2[CH2:6][CH:7]3[C:3]([CH2:9][O:10][C:11]4[C:12]([C:17]([O:19][CH2:20][CH3:21])=[O:18])=[N:13][CH:14]=[CH:15][CH:16]=4)([CH2:8]3)[CH2:4]2)=[O:31])[CH2:28][CH2:29]1. (4) Given the reactants [Cl:1][C:2]1[CH:7]=[C:6]([C:8]2[CH:13]=[CH:12][CH:11]=[C:10]([Cl:14])[CH:9]=2)[N:5]=[C:4]2[CH2:15][CH2:16][CH2:17][C:3]=12.[CH3:18][N:19]([CH3:29])[CH2:20][CH2:21][C:22]1[CH:28]=[CH:27][C:25]([NH2:26])=[CH:24][CH:23]=1, predict the reaction product. The product is: [ClH:1].[Cl:14][C:10]1[CH:9]=[C:8]([C:6]2[N:5]=[C:4]3[CH2:15][CH2:16][CH2:17][C:3]3=[C:2]([NH:26][C:25]3[CH:24]=[CH:23][C:22]([CH2:21][CH2:20][N:19]([CH3:18])[CH3:29])=[CH:28][CH:27]=3)[CH:7]=2)[CH:13]=[CH:12][CH:11]=1. (5) Given the reactants C1(N=C=NC2CCCCC2)CCCCC1.C([O:19][C:20]1[C:21]([CH3:42])=[C:22]([CH:39]=[CH:40][CH:41]=1)[C:23]([NH:25][C@@H:26]([CH2:32][C:33]1[CH:38]=[CH:37][CH:36]=[CH:35][CH:34]=1)[C@H:27]([OH:31])[C:28](O)=[O:29])=[O:24])(=O)C.[CH3:43][C:44]1[CH:60]=[CH:59][CH:58]=[CH:57][C:45]=1[CH2:46][NH:47][C:48]([C@@H:50]1[C:54]([CH3:56])([CH3:55])[S:53][CH2:52][NH:51]1)=[O:49].C1C=CC2N(O)N=NC=2C=1.O, predict the reaction product. The product is: [CH3:43][C:44]1[CH:60]=[CH:59][CH:58]=[CH:57][C:45]=1[CH2:46][NH:47][C:48]([C@@H:50]1[C:54]([CH3:56])([CH3:55])[S:53][CH2:52][N:51]1[C:28](=[O:29])[C@@H:27]([OH:31])[C@@H:26]([NH:25][C:23](=[O:24])[C:22]1[CH:39]=[CH:40][CH:41]=[C:20]([OH:19])[C:21]=1[CH3:42])[CH2:32][C:33]1[CH:34]=[CH:35][CH:36]=[CH:37][CH:38]=1)=[O:49]. (6) The product is: [OH:35][C:34]1[N:1]=[C:2]2[CH:3]=[CH:4][C:5]([CH:8]3[CH2:13][CH2:12][N:11]([C:14]([O:16][C:17]([CH3:20])([CH3:19])[CH3:18])=[O:15])[CH2:10][CH2:9]3)=[CH:6][N:7]2[C:31](=[O:32])[CH:30]=1. Given the reactants [NH2:1][C:2]1[N:7]=[CH:6][C:5]([CH:8]2[CH2:13][CH2:12][N:11]([C:14]([O:16][C:17]([CH3:20])([CH3:19])[CH3:18])=[O:15])[CH2:10][CH2:9]2)=[CH:4][CH:3]=1.ClC1C=C(Cl)C=C(Cl)C=1[C:30](C1C(Cl)=CC(Cl)=CC=1Cl)([C:34]([O-])=[O:35])[C:31]([O-])=[O:32], predict the reaction product.